This data is from Reaction yield outcomes from USPTO patents with 853,638 reactions. The task is: Predict the reaction yield, written as a fraction of the theoretical maximum amount of product (1.0 means a 100% yield; for example, 0.34 means a 34% yield). The reactants are [F:1][C:2]([F:10])([F:9])[C:3](=O)[CH2:4][C:5](=O)[CH3:6].[C:11](#[N:15])[CH2:12][C:13]#[N:14].C[OH:17]. No catalyst specified. The product is [OH:17][C:11]1[N:15]=[C:5]([CH3:6])[CH:4]=[C:3]([C:2]([F:10])([F:9])[F:1])[C:12]=1[C:13]#[N:14]. The yield is 0.400.